This data is from Reaction yield outcomes from USPTO patents with 853,638 reactions. The task is: Predict the reaction yield, written as a fraction of the theoretical maximum amount of product (1.0 means a 100% yield; for example, 0.34 means a 34% yield). (1) The reactants are [CH3:1][C@@H:2]([C@@H:9]1[C@@:13]2([CH3:28])[CH2:14][CH2:15][CH2:16]/[C:17](=[CH:18]\[CH:19]=[C:20]3\[CH2:21][C@@H:22]([OH:27])[CH2:23][CH2:24][C:25]\3=[CH2:26])/[C@@H:12]2[CH2:11][CH2:10]1)[CH2:3][CH2:4][CH2:5][CH:6]([CH3:8])[CH3:7].C(N(CC)C(C)C)(C)C.Cl[CH2:39][O:40][CH3:41].[Cl-].[NH4+]. The catalyst is ClCCl. The product is [CH3:39][O:40][CH2:41][O:27][CH:22]1[CH2:23][CH2:24][C@@:25]2([CH3:26])[C:20](=[CH:19][CH:18]=[C:17]3[C@@H:16]2[CH2:15][CH2:14][C@@:13]2([CH3:28])[C@H:12]3[CH2:11][CH2:10][C@@H:9]2[C@@H:2]([CH3:1])[CH2:3][CH2:4][CH2:5][CH:6]([CH3:7])[CH3:8])[CH2:21]1. The yield is 0.890. (2) The reactants are Cl[CH2:2][C:3]1[CH:8]=[CH:7][C:6]([C:9]2[C:10]([NH:15][S:16]([C:19]3[CH:24]=[CH:23][CH:22]=[CH:21][C:20]=3[C:25]([F:28])([F:27])[F:26])(=[O:18])=[O:17])=[N:11][CH:12]=[CH:13][N:14]=2)=[CH:5][CH:4]=1.[F:29][C:30]1[CH:38]=[C:37]2[C:33]([CH:34]=[CH:35][NH:36]2)=[CH:32][CH:31]=1. No catalyst specified. The product is [F:29][C:30]1[CH:38]=[C:37]2[C:33]([CH:34]=[CH:35][N:36]2[CH2:2][C:3]2[CH:8]=[CH:7][C:6]([C:9]3[C:10]([NH:15][S:16]([C:19]4[CH:24]=[CH:23][CH:22]=[CH:21][C:20]=4[C:25]([F:28])([F:27])[F:26])(=[O:18])=[O:17])=[N:11][CH:12]=[CH:13][N:14]=3)=[CH:5][CH:4]=2)=[CH:32][CH:31]=1. The yield is 0.770.